From a dataset of Full USPTO retrosynthesis dataset with 1.9M reactions from patents (1976-2016). Predict the reactants needed to synthesize the given product. (1) Given the product [Cl:8][C:9]1[CH:10]=[C:11]([N:26]([C:31]2[C:50]([CH:51]3[CH2:53][CH2:52]3)=[CH:49][C:34]3[C:35]([C:45](=[O:46])[NH:47][CH3:48])=[C:36]([C:38]4[CH:43]=[CH:42][C:41]([F:44])=[CH:40][CH:39]=4)[O:37][C:33]=3[CH:32]=2)[S:27]([CH3:30])(=[O:28])=[O:29])[CH:12]=[CH:13][C:14]=1[CH2:15][CH2:16][B:17]([OH:18])[OH:21], predict the reactants needed to synthesize it. The reactants are: I([O-])(=O)(=O)=O.[Na+].Cl.[Cl:8][C:9]1[CH:10]=[C:11]([N:26]([C:31]2[C:50]([CH:51]3[CH2:53][CH2:52]3)=[CH:49][C:34]3[C:35]([C:45]([NH:47][CH3:48])=[O:46])=[C:36]([C:38]4[CH:43]=[CH:42][C:41]([F:44])=[CH:40][CH:39]=4)[O:37][C:33]=3[CH:32]=2)[S:27]([CH3:30])(=[O:29])=[O:28])[CH:12]=[CH:13][C:14]=1[CH2:15][CH2:16][B:17]1[O:21]C(C)(C)C(C)(C)[O:18]1. (2) Given the product [C:7]([O:11][C:12](=[O:28])[N:13]([CH2:15][C@H:16]1[CH2:21][CH2:20][C@H:19]([CH:22]=[O:27])[CH2:18][CH2:17]1)[CH3:14])([CH3:8])([CH3:10])[CH3:9], predict the reactants needed to synthesize it. The reactants are: [H-].[H-].[H-].[H-].[Li+].[Al+3].[C:7]([O:11][C:12](=[O:28])[N:13]([CH2:15][C@H:16]1[CH2:21][CH2:20][C@H:19]([C:22](=[O:27])N(OC)C)[CH2:18][CH2:17]1)[CH3:14])([CH3:10])([CH3:9])[CH3:8].OS([O-])(=O)=O.[K+]. (3) Given the product [Cl:19][C:17]1[CH:16]=[CH:15][C:14]2[N:8]([CH2:7][C:6]([CH3:54])([CH3:53])[CH2:5][OH:4])[C:9](=[O:52])[C@@H:10]([CH2:30][C:31]([NH:33][C:34]3[CH:35]=[CH:36][C:37]4[O:41][C:40]([C:42]([OH:44])=[O:43])=[C:39]([O:47][CH2:48][CH2:49][CH3:50])[C:38]=4[CH:51]=3)=[O:32])[O:11][C@H:12]([C:20]3[CH:25]=[CH:24][CH:23]=[C:22]([O:26][CH3:27])[C:21]=3[O:28][CH3:29])[C:13]=2[CH:18]=1, predict the reactants needed to synthesize it. The reactants are: C([O:4][CH2:5][C:6]([CH3:54])([CH3:53])[CH2:7][N:8]1[C:14]2[CH:15]=[CH:16][C:17]([Cl:19])=[CH:18][C:13]=2[C@@H:12]([C:20]2[CH:25]=[CH:24][CH:23]=[C:22]([O:26][CH3:27])[C:21]=2[O:28][CH3:29])[O:11][C@H:10]([CH2:30][C:31]([NH:33][C:34]2[CH:35]=[CH:36][C:37]3[O:41][C:40]([C:42]([O:44]CC)=[O:43])=[C:39]([O:47][CH2:48][CH2:49][CH3:50])[C:38]=3[CH:51]=2)=[O:32])[C:9]1=[O:52])(=O)C.[OH-].[Na+].Cl. (4) Given the product [C:16]1([CH3:27])[CH:15]=[CH:20][CH:19]=[CH:18][C:17]=1[CH2:21][CH2:22][CH:23]=[CH:24][CH2:12][CH2:11][CH2:10][CH2:9][CH2:8][CH2:7][CH2:6][CH2:5][CH2:4][CH2:3][CH2:2][CH3:1], predict the reactants needed to synthesize it. The reactants are: [CH2:1]=[CH:2][CH2:3][CH2:4][CH2:5][CH2:6][CH2:7][CH2:8][CH2:9][CH2:10][CH2:11][CH2:12]CC.[C:15]1(C)[CH:20]=[CH:19][CH:18]=[C:17]([CH:21]=[CH:22][CH2:23][CH3:24])[CH:16]=1.Cl[CH2:27]Cl.